From a dataset of NCI-60 drug combinations with 297,098 pairs across 59 cell lines. Regression. Given two drug SMILES strings and cell line genomic features, predict the synergy score measuring deviation from expected non-interaction effect. Drug 1: CC1=C2C(C(=O)C3(C(CC4C(C3C(C(C2(C)C)(CC1OC(=O)C(C(C5=CC=CC=C5)NC(=O)OC(C)(C)C)O)O)OC(=O)C6=CC=CC=C6)(CO4)OC(=O)C)O)C)O. Drug 2: C1C(C(OC1N2C=NC(=NC2=O)N)CO)O. Cell line: OVCAR-8. Synergy scores: CSS=33.7, Synergy_ZIP=-4.46, Synergy_Bliss=-4.01, Synergy_Loewe=-1.03, Synergy_HSA=-0.684.